The task is: Predict the reaction yield, written as a fraction of the theoretical maximum amount of product (1.0 means a 100% yield; for example, 0.34 means a 34% yield).. This data is from Reaction yield outcomes from USPTO patents with 853,638 reactions. (1) The reactants are CO.[CH3:3][N:4]([CH3:18])[C:5]1[C:14]([CH2:15]O)=[CH:13][C:12]2[C:7](=[CH:8][CH:9]=[C:10]([CH3:17])[CH:11]=2)[N:6]=1.O=S(Cl)[Cl:21]. The catalyst is C(Cl)Cl. The product is [ClH:21].[Cl:21][CH2:15][C:14]1[C:5]([N:4]([CH3:18])[CH3:3])=[N:6][C:7]2[C:12]([CH:13]=1)=[CH:11][C:10]([CH3:17])=[CH:9][CH:8]=2. The yield is 0.500. (2) The reactants are Br[C:2]1[C:11]2[C:6](=[CH:7][C:8]([C:12]3[CH:17]=[CH:16][CH:15]=[C:14]([OH:18])[CH:13]=3)=[CH:9][CH:10]=2)[CH:5]=[CH:4][C:3]=1[OH:19].CC1(C)C(C)(C)OB([C:28]2[CH:29]=[C:30]([NH:34][S:35]([CH3:38])(=[O:37])=[O:36])[CH:31]=[CH:32][CH:33]=2)O1. No catalyst specified. The product is [OH:19][C:3]1[CH:4]=[CH:5][C:6]2[C:11](=[CH:10][CH:9]=[C:8]([C:12]3[CH:17]=[CH:16][CH:15]=[C:14]([OH:18])[CH:13]=3)[CH:7]=2)[C:2]=1[C:28]1[CH:29]=[C:30]([NH:34][S:35]([CH3:38])(=[O:36])=[O:37])[CH:31]=[CH:32][CH:33]=1. The yield is 0.640. (3) The reactants are FC1C=C(F)C=CC=1C1C=C(CN2C(=O)C3=CC=CC=C3C2=O)C(=O)N(CC(C)C)N=1.[C:32]([C:35]1[C:36](=[O:59])[N:37]([CH2:50][C:51]2[CH:56]=[CH:55][C:54]([F:57])=[C:53]([F:58])[CH:52]=2)[N:38]=[C:39]([C:41]2[CH:46]=[CH:45][C:44]([O:47][CH3:48])=[C:43]([F:49])[CH:42]=2)[CH:40]=1)(O)=[O:33]. No catalyst specified. The product is [F:58][C:53]1[CH:52]=[C:51]([CH:56]=[CH:55][C:54]=1[F:57])[CH2:50][N:37]1[C:36](=[O:59])[C:35]([CH2:32][OH:33])=[CH:40][C:39]([C:41]2[CH:46]=[CH:45][C:44]([O:47][CH3:48])=[C:43]([F:49])[CH:42]=2)=[N:38]1. The yield is 0.0770. (4) The catalyst is CCOC(C)=O. The reactants are Br[C:2]1[N:3]=[C:4]([C:23]2[CH:28]=[CH:27][C:26]([Cl:29])=[CH:25][C:24]=2[Cl:30])[C:5]([C:19]([O:21][CH3:22])=[O:20])=[N:6][C:7]=1[NH:8][C@@H:9]1[C:17]2[C:12](=[CH:13][CH:14]=[CH:15][CH:16]=2)[CH2:11][C@@H:10]1[OH:18].[CH3:31][O-:32].[Na+].[CH3:34]O. The product is [Cl:30][C:24]1[CH:25]=[C:26]([Cl:29])[CH:27]=[CH:28][C:23]=1[C:4]1[C:5]([C:19]([O:21][CH2:22][CH3:34])=[O:20])=[N:6][C:7]([NH:8][C@@H:9]2[C:17]3[C:12](=[CH:13][CH:14]=[CH:15][CH:16]=3)[CH2:11][C@@H:10]2[OH:18])=[C:2]([O:32][CH3:31])[N:3]=1. The yield is 0.730. (5) The reactants are [N:1]1([CH2:6][CH2:7][CH2:8][O:9][C:10]2[CH:19]=[CH:18][C:17]3[CH2:16][N:15]([C:20]4[CH:21]=[CH:22][C:23]([C:26](O)=[O:27])=[N:24][CH:25]=4)[CH2:14][CH2:13][C:12]=3[N:11]=2)[CH2:5][CH2:4][CH2:3][CH2:2]1.Cl.[CH3:30][NH2:31]. No catalyst specified. The product is [CH3:30][NH:31][C:26]([C:23]1[CH:22]=[CH:21][C:20]([N:15]2[CH2:14][CH2:13][C:12]3[N:11]=[C:10]([O:9][CH2:8][CH2:7][CH2:6][N:1]4[CH2:2][CH2:3][CH2:4][CH2:5]4)[CH:19]=[CH:18][C:17]=3[CH2:16]2)=[CH:25][N:24]=1)=[O:27]. The yield is 0.350. (6) The reactants are CC(C)([O-])C.[Na+].[C@@H]1(N)CCCC[C@H]1N.CCCCCCCCCCCC.I[C:28]1[CH:29]=[C:30]([CH3:35])[CH:31]=[C:32]([CH3:34])[CH:33]=1.[C:36](=[NH:49])([C:43]1[CH:48]=[CH:47][CH:46]=[CH:45][CH:44]=1)[C:37]1[CH:42]=[CH:41][CH:40]=[CH:39][CH:38]=1. The catalyst is [Cu]I.O1CCOCC1. The product is [CH3:34][C:32]1[CH:33]=[C:28]([N:49]=[C:36]([C:37]2[CH:42]=[CH:41][CH:40]=[CH:39][CH:38]=2)[C:43]2[CH:48]=[CH:47][CH:46]=[CH:45][CH:44]=2)[CH:29]=[C:30]([CH3:35])[CH:31]=1. The yield is 0.150. (7) The reactants are [NH2:1][C:2]1[N:6]([C:7]2[CH:14]=[CH:13][C:10]([C:11]#[N:12])=[CH:9][CH:8]=2)[N:5]=[C:4]([C:15]([CH3:18])([CH3:17])[CH3:16])[CH:3]=1.[OH-].[Na+].Cl[C:22]([O:24][CH2:25][C:26]([Cl:29])([Cl:28])[Cl:27])=[O:23]. The catalyst is CCOC(C)=O. The product is [Cl:27][C:26]([Cl:29])([Cl:28])[CH2:25][O:24][C:22](=[O:23])[NH:1][C:2]1[N:6]([C:7]2[CH:14]=[CH:13][C:10]([C:11]#[N:12])=[CH:9][CH:8]=2)[N:5]=[C:4]([C:15]([CH3:18])([CH3:17])[CH3:16])[CH:3]=1. The yield is 0.790. (8) The reactants are Cl.[Cl:2][C:3]1[CH:18]=[CH:17][C:6]2[N:7]([C@@H:12]3[CH2:16][CH2:15][NH:14][CH2:13]3)[C:8]([CH2:10][Cl:11])=[N:9][C:5]=2[CH:4]=1.[C:19](Cl)(=[O:23])[CH:20]([CH3:22])[CH3:21].C(N(C(C)C)C(C)C)C. The catalyst is C(#N)C. The product is [Cl:2][C:3]1[CH:18]=[CH:17][C:6]2[N:7]([C@@H:12]3[CH2:16][CH2:15][N:14]([C:19](=[O:23])[CH:20]([CH3:22])[CH3:21])[CH2:13]3)[C:8]([CH2:10][Cl:11])=[N:9][C:5]=2[CH:4]=1. The yield is 0.294. (9) The reactants are O[CH2:2][C:3]1[CH:12]=[N:11][C:10]2[N:9]3[CH2:13][CH2:14][CH2:15][CH2:16][C@H:8]3[C:7](=[O:17])[NH:6][C:5]=2[CH:4]=1.[CH:18]1([NH:21][C:22](=[O:36])[C:23]2[CH:28]=[CH:27][C:26]([N:29]3[CH2:34][CH2:33][NH:32][CH2:31][CH2:30]3)=[C:25]([F:35])[CH:24]=2)[CH2:20][CH2:19]1.[I-].C(C[P+](C)(C)C)#N.C(N(CC)C(C)C)(C)C. The catalyst is C(#N)CC. The product is [CH:18]1([NH:21][C:22](=[O:36])[C:23]2[CH:28]=[CH:27][C:26]([N:29]3[CH2:34][CH2:33][N:32]([CH2:2][C:3]4[CH:12]=[N:11][C:10]5[N:9]6[CH2:13][CH2:14][CH2:15][CH2:16][C@H:8]6[C:7](=[O:17])[NH:6][C:5]=5[CH:4]=4)[CH2:31][CH2:30]3)=[C:25]([F:35])[CH:24]=2)[CH2:19][CH2:20]1. The yield is 0.860.